Dataset: Retrosynthesis with 50K atom-mapped reactions and 10 reaction types from USPTO. Task: Predict the reactants needed to synthesize the given product. (1) Given the product COC(=O)c1cccc2ccn(Cc3ccc(-c4ccccn4)cc3)c12, predict the reactants needed to synthesize it. The reactants are: COC(=O)c1cccc2ccn(Cc3ccc(B4OC(C)(C)C(C)(C)O4)cc3)c12.O=S(=O)(Oc1ccccn1)C(F)(F)F. (2) Given the product CC(C)(C)C(=O)Nc1ccccc1, predict the reactants needed to synthesize it. The reactants are: CC(C)(C)C(=O)Cl.Nc1ccccc1. (3) Given the product CCOC(=O)C(CN1C(=O)c2ccc(F)cc2C1=O)C(C)=O, predict the reactants needed to synthesize it. The reactants are: CCOC(=O)C(CN1C(=O)c2ccc(F)cc2C1=O)C1(C)OCCO1. (4) The reactants are: COc1cccc(CN)c1.CS(=O)(=O)Cl. Given the product COc1cccc(CNS(C)(=O)=O)c1, predict the reactants needed to synthesize it. (5) Given the product COc1ccc(-c2cc(C(=O)NCc3c(C)cc(C)[nH]c3=O)c3cnn(C(C)C)c3n2)cc1, predict the reactants needed to synthesize it. The reactants are: COc1ccc(-c2cc(C(=O)O)c3cnn(C(C)C)c3n2)cc1.Cc1cc(C)c(CN)c(=O)[nH]1.